Dataset: Peptide-MHC class II binding affinity with 134,281 pairs from IEDB. Task: Regression. Given a peptide amino acid sequence and an MHC pseudo amino acid sequence, predict their binding affinity value. This is MHC class II binding data. The peptide sequence is AAPAAVAAAGDAAKG. The MHC is DRB5_0101 with pseudo-sequence DRB5_0101. The binding affinity (normalized) is 0.282.